This data is from Catalyst prediction with 721,799 reactions and 888 catalyst types from USPTO. The task is: Predict which catalyst facilitates the given reaction. (1) Product: [NH2:3][C:6]1[C:15]2[C:10](=[CH:11][CH:12]=[CH:13][CH:14]=2)[CH:9]=[CH:8][C:7]=1[NH:16][C:17]1[CH:18]=[C:19]([CH:22]=[CH:23][CH:24]=1)[C:20]#[N:21]. Reactant: CO.[N+:3]([C:6]1[C:15]2[C:10](=[CH:11][CH:12]=[CH:13][CH:14]=2)[CH:9]=[CH:8][C:7]=1[NH:16][C:17]1[CH:18]=[C:19]([CH:22]=[CH:23][CH:24]=1)[C:20]#[N:21])([O-])=O. The catalyst class is: 304. (2) The catalyst class is: 4. Product: [Br:2][C:6]1[CH:7]=[C:8]2[C:13](=[CH:14][CH:15]=1)[O:12][C:11]([C:16]1[CH:21]=[CH:20][C:19]([OH:22])=[CH:18][CH:17]=1)=[CH:10][C:9]2=[O:24]. Reactant: B(Br)(Br)[Br:2].I[C:6]1[CH:7]=[C:8]2[C:13](=[CH:14][CH:15]=1)[O:12][C:11]([C:16]1[CH:21]=[CH:20][C:19]([O:22]C)=[CH:18][CH:17]=1)=[CH:10][C:9]2=[O:24].